From a dataset of Reaction yield outcomes from USPTO patents with 853,638 reactions. Predict the reaction yield, written as a fraction of the theoretical maximum amount of product (1.0 means a 100% yield; for example, 0.34 means a 34% yield). (1) The reactants are Cl.C[N:3]([CH3:12])CCCN=C=NCC.[CH:13]([N:26]1[CH2:29][CH:28]([C:30](O)=[O:31])[CH2:27]1)([C:20]1[CH:25]=[CH:24][CH:23]=[CH:22][CH:21]=1)[C:14]1[CH:19]=[CH:18][CH:17]=[CH:16][CH:15]=1.Cl.CN[O:36][CH3:37].C(N(CC)CC)C. The product is [CH3:37][O:36][CH2:12][NH:3][C:30]([CH:28]1[CH2:27][N:26]([CH:13]([C:14]2[CH:15]=[CH:16][CH:17]=[CH:18][CH:19]=2)[C:20]2[CH:21]=[CH:22][CH:23]=[CH:24][CH:25]=2)[CH2:29]1)=[O:31]. The yield is 0.550. The catalyst is ClCCl. (2) The reactants are FC(F)(F)C(O)=O.[Cl:8][C:9]1[C:10]([F:40])=[C:11]([CH:15]2[C:19]([C:22]3[CH:27]=[CH:26][C:25]([Cl:28])=[CH:24][C:23]=3[F:29])([C:20]#[N:21])[CH:18]([CH2:30][C:31]([CH3:36])([CH3:35])[CH2:32][O:33][CH3:34])[NH:17][CH:16]2[C:37](O)=[O:38])[CH:12]=[CH:13][CH:14]=1.CC1(C)[O:46][C@@H:45]([CH2:47][CH2:48][NH2:49])[CH2:44][O:43]1.CN(C(ON1N=NC2C=CC=NC1=2)=[N+](C)C)C.F[P-](F)(F)(F)(F)F.CCN(C(C)C)C(C)C.Cl. The catalyst is C(Cl)Cl.O1CCCC1. The product is [OH:46][C@H:45]([CH2:44][OH:43])[CH2:47][CH2:48][NH:49][C:37]([CH:16]1[CH:15]([C:11]2[CH:12]=[CH:13][CH:14]=[C:9]([Cl:8])[C:10]=2[F:40])[C:19]([C:22]2[CH:27]=[CH:26][C:25]([Cl:28])=[CH:24][C:23]=2[F:29])([C:20]#[N:21])[CH:18]([CH2:30][C:31]([CH3:36])([CH3:35])[CH2:32][O:33][CH3:34])[NH:17]1)=[O:38]. The yield is 0.650. (3) The reactants are [CH3:1][C:2]1[CH:6]=[CH:5][S:4][C:3]=1[C:7]([OH:9])=O.S(Cl)(Cl)=O.C1COCC1.[C:19]([C:21]1[CH:22]=[C:23]([NH2:27])[CH:24]=[CH:25][CH:26]=1)#[CH:20]. The catalyst is CCN(CC)CC. The product is [C:19]([C:21]1[CH:22]=[C:23]([NH:27][C:7]([C:3]2[S:4][CH:5]=[CH:6][C:2]=2[CH3:1])=[O:9])[CH:24]=[CH:25][CH:26]=1)#[CH:20]. The yield is 0.780. (4) The reactants are [N:1]([CH:4]1[CH2:7][N:6]([C:8]2[CH:13]=[CH:12][C:11]([NH:14][C:15]3[N:20]=[C:19]([C:21]4[N:25]([CH:26]([CH3:28])[CH3:27])[C:24]([CH3:29])=[N:23][CH:22]=4)[C:18]([F:30])=[CH:17][N:16]=3)=[CH:10][CH:9]=2)[CH2:5]1)=[N+]=[N-].C1(P(C2C=CC=CC=2)C2C=CC=CC=2)C=CC=CC=1.O.Cl. The yield is 0.910. The catalyst is C1COCC1. The product is [NH2:1][CH:4]1[CH2:5][N:6]([C:8]2[CH:9]=[CH:10][C:11]([NH:14][C:15]3[N:20]=[C:19]([C:21]4[N:25]([CH:26]([CH3:27])[CH3:28])[C:24]([CH3:29])=[N:23][CH:22]=4)[C:18]([F:30])=[CH:17][N:16]=3)=[CH:12][CH:13]=2)[CH2:7]1. (5) The reactants are [C:1]([O:5][C:6]([N:8]1[CH2:13][CH2:12][CH:11]([C:14]2[N:15]([C@@H:30]3[CH2:35][CH2:34][CH2:33][N:32](C(OCC4C=CC=CC=4)=O)[CH2:31]3)[CH:16]=[C:17]([C:19]3[CH:24]=[CH:23][C:22]([F:25])=[C:21]([C:26]([F:29])([F:28])[F:27])[CH:20]=3)[N:18]=2)[CH2:10][CH2:9]1)=[O:7])([CH3:4])([CH3:3])[CH3:2].[H][H]. The catalyst is CO.[Pd]. The product is [C:1]([O:5][C:6]([N:8]1[CH2:9][CH2:10][CH:11]([C:14]2[N:15]([C@@H:30]3[CH2:35][CH2:34][CH2:33][NH:32][CH2:31]3)[CH:16]=[C:17]([C:19]3[CH:24]=[CH:23][C:22]([F:25])=[C:21]([C:26]([F:27])([F:29])[F:28])[CH:20]=3)[N:18]=2)[CH2:12][CH2:13]1)=[O:7])([CH3:4])([CH3:2])[CH3:3]. The yield is 0.980. (6) The reactants are [O:1]=[C:2]1[NH:10][C:5]2=[N:6][CH:7]=[CH:8][CH:9]=[C:4]2[N:3]1[CH:11]1[CH2:16][CH2:15][N:14]([C:17]([O:19][C@H:20]2[C:26]3=[N:27][C:28](N)=[CH:29][CH:30]=[C:25]3[CH2:24][C@H:23]([C:32]3[CH:37]=[CH:36][CH:35]=[C:34]([F:38])[C:33]=3[F:39])[CH2:22][CH2:21]2)=[O:18])[CH2:13][CH2:12]1.[ClH:40].[N+]([O-])([O-])=O.[Na+].[OH-].[Na+]. The catalyst is [Cu]Cl. The product is [O:1]=[C:2]1[NH:10][C:5]2=[N:6][CH:7]=[CH:8][CH:9]=[C:4]2[N:3]1[CH:11]1[CH2:16][CH2:15][N:14]([C:17]([O:19][C@H:20]2[C:26]3=[N:27][C:28]([Cl:40])=[CH:29][CH:30]=[C:25]3[CH2:24][C@H:23]([C:32]3[CH:37]=[CH:36][CH:35]=[C:34]([F:38])[C:33]=3[F:39])[CH2:22][CH2:21]2)=[O:18])[CH2:13][CH2:12]1. The yield is 0.120. (7) The reactants are [Br:1][C:2]1[C:7]([CH3:8])=[CH:6][C:5]([NH2:9])=[CH:4][C:3]=1[CH3:10].C([N:19]=[C:20]=[S:21])(=O)C1C=CC=CC=1.[OH-].[Na+]. The catalyst is CC(C)=O. The product is [Br:1][C:2]1[C:7]([CH3:8])=[CH:6][C:5]([NH:9][C:20]([NH2:19])=[S:21])=[CH:4][C:3]=1[CH3:10]. The yield is 0.570.